Task: Regression/Classification. Given a drug SMILES string, predict its absorption, distribution, metabolism, or excretion properties. Task type varies by dataset: regression for continuous measurements (e.g., permeability, clearance, half-life) or binary classification for categorical outcomes (e.g., BBB penetration, CYP inhibition). For this dataset (solubility_aqsoldb), we predict Y.. Dataset: Aqueous solubility values for 9,982 compounds from the AqSolDB database (1) The molecule is C/C=C/C(=O)Oc1c([N+](=O)[O-])cc([N+](=O)[O-])cc1C(C)(C)CC(C)(C)C. The Y is -4.96 log mol/L. (2) The drug is CCCCCCCCCCOC(=O)C(CC)CCCC. The Y is -8.19 log mol/L. (3) The drug is O=C1CCCCCN1. The Y is 0.860 log mol/L. (4) The compound is N#C/C(=N\OCC1OCCO1)c1ccccc1. The Y is -4.06 log mol/L. (5) The drug is COc1c(Cl)cc(Cl)cc1Cl. The Y is -4.20 log mol/L. (6) The molecule is O=C(O)CC(O)CCC1=CCCC1=O. The Y is -0.400 log mol/L.